This data is from Forward reaction prediction with 1.9M reactions from USPTO patents (1976-2016). The task is: Predict the product of the given reaction. (1) Given the reactants [NH2:1][C:2]1[CH:7]=[CH:6][C:5]([S:8]([NH2:11])(=[O:10])=[O:9])=[CH:4][C:3]=1[Cl:12].C(=O)(O)[O-].[Na+].[Br:18][CH2:19][C:20](Br)=[O:21], predict the reaction product. The product is: [NH2:11][S:8]([C:5]1[CH:6]=[CH:7][C:2]([NH:1][C:20](=[O:21])[CH2:19][Br:18])=[C:3]([Cl:12])[CH:4]=1)(=[O:9])=[O:10]. (2) Given the reactants [C:1]([O:5][C:6](=[O:31])[CH:7]([NH:16][C:17]1[C:22]([N+:23]([O-:25])=[O:24])=[CH:21][N:20]=[C:19]([N:26]([CH2:29][CH3:30])[CH2:27][CH3:28])[N:18]=1)[CH2:8][C:9]1[CH:14]=[CH:13][C:12]([OH:15])=[CH:11][CH:10]=1)([CH3:4])([CH3:3])[CH3:2].C(N(CC)CC)C.[CH3:39][N:40]([CH3:44])[C:41](Cl)=[O:42], predict the reaction product. The product is: [C:1]([O:5][C:6](=[O:31])[CH:7]([NH:16][C:17]1[C:22]([N+:23]([O-:25])=[O:24])=[CH:21][N:20]=[C:19]([N:26]([CH2:27][CH3:28])[CH2:29][CH3:30])[N:18]=1)[CH2:8][C:9]1[CH:14]=[CH:13][C:12]([O:15][C:41](=[O:42])[N:40]([CH3:44])[CH3:39])=[CH:11][CH:10]=1)([CH3:4])([CH3:2])[CH3:3].